Dataset: Peptide-MHC class I binding affinity with 185,985 pairs from IEDB/IMGT. Task: Regression. Given a peptide amino acid sequence and an MHC pseudo amino acid sequence, predict their binding affinity value. This is MHC class I binding data. (1) The peptide sequence is IGDKPTCLV. The MHC is HLA-A26:01 with pseudo-sequence HLA-A26:01. The binding affinity (normalized) is 0.0847. (2) The peptide sequence is ATYTGVFDK. The MHC is HLA-A26:03 with pseudo-sequence HLA-A26:03. The binding affinity (normalized) is 0.0847. (3) The peptide sequence is GFYLSGHLF. The MHC is HLA-A23:01 with pseudo-sequence HLA-A23:01. The binding affinity (normalized) is 1.00. (4) The peptide sequence is REWGWRIPF. The MHC is HLA-B15:17 with pseudo-sequence HLA-B15:17. The binding affinity (normalized) is 0.0847. (5) The peptide sequence is FLKEEGGL. The MHC is HLA-A68:02 with pseudo-sequence HLA-A68:02. The binding affinity (normalized) is 0. (6) The peptide sequence is FLKEQGGL. The MHC is HLA-A29:02 with pseudo-sequence HLA-A29:02. The binding affinity (normalized) is 0. (7) The peptide sequence is IPRRIRQGL. The MHC is HLA-A30:01 with pseudo-sequence HLA-A30:01. The binding affinity (normalized) is 0. (8) The peptide sequence is KVTGSYNLV. The MHC is HLA-A68:02 with pseudo-sequence HLA-A68:02. The binding affinity (normalized) is 0.419. (9) The peptide sequence is TSTLQEQIGW. The MHC is HLA-B57:03 with pseudo-sequence HLA-B57:03. The binding affinity (normalized) is 0.792. (10) The peptide sequence is VFSPFGYSF. The MHC is HLA-A26:02 with pseudo-sequence HLA-A26:02. The binding affinity (normalized) is 0.0847.